From a dataset of Forward reaction prediction with 1.9M reactions from USPTO patents (1976-2016). Predict the product of the given reaction. Given the reactants CC(OC)=O.[Li+].[CH3:7][CH:8]([N-:10]C(C)C)C.[F:14][C:15]([F:43])([F:42])[O:16][C:17]1[CH:18]=[C:19]([C:23]([C:31]2[CH:36]=[CH:35][CH:34]=[C:33]([O:37][C:38]([F:41])([F:40])[F:39])[CH:32]=2)=[N:24][S@@:25]([C:27]([CH3:30])([CH3:29])[CH3:28])=[O:26])[CH:20]=[CH:21][CH:22]=1.[NH4+].[Cl-], predict the reaction product. The product is: [F:41][C:38]([F:39])([F:40])[O:37][C:33]1[CH:32]=[C:31]([C:23]([C:19]2[CH:20]=[CH:21][CH:22]=[C:17]([O:16][C:15]([F:43])([F:42])[F:14])[CH:18]=2)=[N:24][S@@:25]([C:27]([CH3:30])([CH3:29])[CH3:28])=[O:26])[CH:36]=[CH:35][CH:34]=1.[C:8]([CH2:7][C:23]([NH:24][S:25]([C:27]([CH3:30])([CH3:29])[CH3:28])=[O:26])([C:19]1[CH:20]=[CH:21][CH:22]=[C:17]([O:16][C:15]([F:14])([F:42])[F:43])[CH:18]=1)[C:31]1[CH:36]=[CH:35][CH:34]=[C:33]([O:37][C:38]([F:41])([F:40])[F:39])[CH:32]=1)#[N:10].